From a dataset of NCI-60 drug combinations with 297,098 pairs across 59 cell lines. Regression. Given two drug SMILES strings and cell line genomic features, predict the synergy score measuring deviation from expected non-interaction effect. (1) Drug 1: C1CC(=O)NC(=O)C1N2CC3=C(C2=O)C=CC=C3N. Drug 2: CC12CCC3C(C1CCC2O)C(CC4=C3C=CC(=C4)O)CCCCCCCCCS(=O)CCCC(C(F)(F)F)(F)F. Cell line: SF-268. Synergy scores: CSS=5.43, Synergy_ZIP=0.461, Synergy_Bliss=1.94, Synergy_Loewe=2.74, Synergy_HSA=1.26. (2) Drug 2: CC1C(C(CC(O1)OC2CC(CC3=C2C(=C4C(=C3O)C(=O)C5=CC=CC=C5C4=O)O)(C(=O)C)O)N)O. Cell line: HT29. Drug 1: CC1CCCC2(C(O2)CC(NC(=O)CC(C(C(=O)C(C1O)C)(C)C)O)C(=CC3=CSC(=N3)C)C)C. Synergy scores: CSS=31.0, Synergy_ZIP=1.35, Synergy_Bliss=1.16, Synergy_Loewe=1.19, Synergy_HSA=1.10. (3) Drug 1: CC1OCC2C(O1)C(C(C(O2)OC3C4COC(=O)C4C(C5=CC6=C(C=C35)OCO6)C7=CC(=C(C(=C7)OC)O)OC)O)O. Drug 2: CC1=C(C=C(C=C1)NC(=O)C2=CC=C(C=C2)CN3CCN(CC3)C)NC4=NC=CC(=N4)C5=CN=CC=C5. Cell line: HL-60(TB). Synergy scores: CSS=56.0, Synergy_ZIP=3.60, Synergy_Bliss=3.59, Synergy_Loewe=-24.1, Synergy_HSA=0.527. (4) Drug 1: C1C(C(OC1N2C=NC3=C(N=C(N=C32)Cl)N)CO)O. Drug 2: COC1=NC(=NC2=C1N=CN2C3C(C(C(O3)CO)O)O)N. Cell line: HS 578T. Synergy scores: CSS=-0.665, Synergy_ZIP=-0.124, Synergy_Bliss=-1.35, Synergy_Loewe=-4.96, Synergy_HSA=-3.37.